From a dataset of Reaction yield outcomes from USPTO patents with 853,638 reactions. Predict the reaction yield, written as a fraction of the theoretical maximum amount of product (1.0 means a 100% yield; for example, 0.34 means a 34% yield). The yield is 0.470. The product is [CH2:1]([O:8][C:9]1[CH:14]=[C:13]([O:15][CH2:16][C:17]2[CH:22]=[CH:21][CH:20]=[CH:19][CH:18]=2)[CH:12]=[CH:11][C:10]=1[C:23]1[NH:34][C:26]2[CH:27]=[C:28]([C:30]([O:32][CH3:33])=[O:31])[S:29][C:25]=2[CH:24]=1)[C:2]1[CH:7]=[CH:6][CH:5]=[CH:4][CH:3]=1. The catalyst is C1(C)C=C(C)C=C(C)C=1. The reactants are [CH2:1]([O:8][C:9]1[CH:14]=[C:13]([O:15][CH2:16][C:17]2[CH:22]=[CH:21][CH:20]=[CH:19][CH:18]=2)[CH:12]=[CH:11][C:10]=1/[CH:23]=[CH:24]/[C:25]1[S:29][C:28]([C:30]([O:32][CH3:33])=[O:31])=[CH:27][C:26]=1[N+:34]([O-])=O)[C:2]1[CH:7]=[CH:6][CH:5]=[CH:4][CH:3]=1.P(OCC)(OCC)OCC.C(OCC)(=O)C.